From a dataset of TCR-epitope binding with 47,182 pairs between 192 epitopes and 23,139 TCRs. Binary Classification. Given a T-cell receptor sequence (or CDR3 region) and an epitope sequence, predict whether binding occurs between them. Result: 1 (the TCR binds to the epitope). The epitope is SEVGPEHSLAEY. The TCR CDR3 sequence is CASSLLAASYEQYF.